This data is from Catalyst prediction with 721,799 reactions and 888 catalyst types from USPTO. The task is: Predict which catalyst facilitates the given reaction. (1) Reactant: [Cl-].[CH2:2]([N+:6]1[CH:10]=[CH:9][N:8]([CH3:11])[CH:7]=1)[CH2:3][CH2:4][CH3:5].[N+:12]([O-:15])([OH:14])=[O:13]. Product: [N+:12]([O-:15])([O-:14])=[O:13].[CH2:2]([N+:6]1[CH:10]=[CH:9][N:8]([CH3:11])[CH:7]=1)[CH2:3][CH2:4][CH3:5]. The catalyst class is: 500. (2) Reactant: [CH3:1][N:2]1[CH2:7][CH2:6][C:5]([C:10]2[CH:15]=[CH:14][C:13]([Cl:16])=[C:12]([Cl:17])[CH:11]=2)([C:8]#[N:9])[CH2:4][CH2:3]1.[OH-].[NH4+]. Product: [CH3:1][N:2]1[CH2:3][CH2:4][C:5]([CH2:8][NH2:9])([C:10]2[CH:15]=[CH:14][C:13]([Cl:16])=[C:12]([Cl:17])[CH:11]=2)[CH2:6][CH2:7]1. The catalyst class is: 592.